Dataset: Catalyst prediction with 721,799 reactions and 888 catalyst types from USPTO. Task: Predict which catalyst facilitates the given reaction. Reactant: C[O:2][C:3](=O)[C@@H:4]([NH:16][C:17]([O:19][C:20]([CH3:23])([CH3:22])[CH3:21])=[O:18])[CH2:5][S:6][CH2:7][C:8]1[CH:13]=[CH:12][C:11]([O:14][CH3:15])=[CH:10][CH:9]=1.[BH4-].[Li+].O. Product: [C:20]([O:19][C:17](=[O:18])[NH:16][C@@H:4]([CH2:5][S:6][CH2:7][C:8]1[CH:9]=[CH:10][C:11]([O:14][CH3:15])=[CH:12][CH:13]=1)[CH2:3][OH:2])([CH3:23])([CH3:22])[CH3:21]. The catalyst class is: 7.